Dataset: Forward reaction prediction with 1.9M reactions from USPTO patents (1976-2016). Task: Predict the product of the given reaction. (1) Given the reactants [Cl:1][C:2]1[CH:7]=[CH:6][C:5]([CH2:8][C:9]([N:11]2[C@@H:15]([CH:16]([CH3:18])[CH3:17])[CH2:14][O:13][C:12]2=[O:19])=[O:10])=[CH:4][CH:3]=1.[CH3:20][Si]([N-][Si](C)(C)C)(C)C.[Na+].CC(O)=O, predict the reaction product. The product is: [Cl:1][C:2]1[CH:7]=[CH:6][C:5]([C@H:8]([CH3:20])[C:9]([N:11]2[C@@H:15]([CH:16]([CH3:17])[CH3:18])[CH2:14][O:13][C:12]2=[O:19])=[O:10])=[CH:4][CH:3]=1. (2) Given the reactants Cl[C:2]1[N:7]=[C:6]([NH:8][CH3:9])[CH:5]=[C:4]([C:10]2[N:14]3[CH:15]=[CH:16][C:17]([Cl:19])=[CH:18][C:13]3=[N:12][CH:11]=2)[CH:3]=1.[C:20]1(B(O)O)[CH:25]=[CH:24][CH:23]=[CH:22][CH:21]=1.O.C([O-])([O-])=O.[Na+].[Na+], predict the reaction product. The product is: [Cl:19][C:17]1[CH:16]=[CH:15][N:14]2[C:10]([C:4]3[CH:3]=[C:2]([C:20]4[CH:25]=[CH:24][CH:23]=[CH:22][CH:21]=4)[N:7]=[C:6]([NH:8][CH3:9])[CH:5]=3)=[CH:11][N:12]=[C:13]2[CH:18]=1. (3) Given the reactants O[N:2]=[C:3]1[C:9]2[CH:10]=[CH:11][CH2:12][CH2:13][C:8]=2[CH2:7][CH2:6][N:5]([CH3:14])[C:4]1=[O:15].[H][H], predict the reaction product. The product is: [NH2:2][CH:3]1[C:9]2[CH:10]=[CH:11][CH2:12][CH2:13][C:8]=2[CH2:7][CH2:6][N:5]([CH3:14])[C:4]1=[O:15]. (4) The product is: [ClH:1].[Cl:1][C:2]1[CH:3]=[C:4]2[C:8](=[C:9]([Cl:11])[CH:10]=1)[C:7](=[O:12])[N:6]([C:13]1[CH:18]=[CH:17][C:16]([O:19][CH3:20])=[C:15]([O:21][CH2:29][CH2:30][N:31]3[C@H:36]([CH3:37])[CH2:35][CH2:34][CH2:33][C@@H:32]3[CH3:38])[CH:14]=1)[CH2:5]2. Given the reactants [Cl:1][C:2]1[CH:3]=[C:4]2[C:8](=[C:9]([Cl:11])[CH:10]=1)[C:7](=[O:12])[N:6]([C:13]1[CH:18]=[CH:17][C:16]([O:19][CH3:20])=[C:15]([OH:21])[CH:14]=1)[CH2:5]2.C([O-])([O-])=O.[K+].[K+].Cl[CH2:29][CH2:30][N:31]1[CH:36]([CH3:37])[CH2:35][CH2:34][CH2:33][CH:32]1[CH3:38], predict the reaction product. (5) Given the reactants Br[C:2]1[N:7]=[C:6]2[S:8][C:9]([NH:11][C:12](=[O:24])[C:13]3[CH:18]=[CH:17][C:16]([C:19]([CH3:23])([CH3:22])[CH2:20][OH:21])=[CH:15][CH:14]=3)=[N:10][C:5]2=[CH:4][CH:3]=1.CC1(C)C(C)(C)OB([C:33]2[CH:34]=[CH:35][C:36]([NH2:39])=[N:37][CH:38]=2)O1, predict the reaction product. The product is: [NH2:39][C:36]1[N:37]=[CH:38][C:33]([C:2]2[N:7]=[C:6]3[S:8][C:9]([NH:11][C:12](=[O:24])[C:13]4[CH:18]=[CH:17][C:16]([C:19]([CH3:23])([CH3:22])[CH2:20][OH:21])=[CH:15][CH:14]=4)=[N:10][C:5]3=[CH:4][CH:3]=2)=[CH:34][CH:35]=1. (6) Given the reactants [Cl:1][C:2]1[CH:3]=[C:4]([C:17]2[CH:25]=[CH:24][C:20]([C:21](O)=[O:22])=[CH:19][C:18]=2[O:26][CH3:27])[CH:5]=[N:6][C:7]=1[O:8][C:9]1[CH:14]=[C:13]([Cl:15])[CH:12]=[C:11]([Cl:16])[CH:10]=1.[CH3:28][NH:29][S:30]([NH2:33])(=[O:32])=[O:31].CCN=C=NCCCN(C)C.Cl, predict the reaction product. The product is: [Cl:1][C:2]1[CH:3]=[C:4]([C:17]2[CH:25]=[CH:24][C:20]([C:21]([NH:33][S:30](=[O:32])(=[O:31])[NH:29][CH3:28])=[O:22])=[CH:19][C:18]=2[O:26][CH3:27])[CH:5]=[N:6][C:7]=1[O:8][C:9]1[CH:14]=[C:13]([Cl:15])[CH:12]=[C:11]([Cl:16])[CH:10]=1. (7) Given the reactants C(O[C:9](=O)[N:10]([CH:12]([C:14](=[O:46])[NH:15][CH:16]([C:21]([N:23]1[CH2:27][CH2:26][CH:25]2[N:28]([CH:40]3[CH2:45][CH2:44][O:43][CH2:42][CH2:41]3)[CH2:29][CH:30]([O:31][C:32]3[CH:37]=[CH:36][C:35]([F:38])=[C:34]([F:39])[CH:33]=3)[CH:24]12)=[O:22])[C:17]([CH3:20])([CH3:19])[CH3:18])[CH3:13])C)C1C=CC=CC=1, predict the reaction product. The product is: [F:39][C:34]1[CH:33]=[C:32]([CH:37]=[CH:36][C:35]=1[F:38])[O:31][CH:30]1[CH:24]2[N:23]([C:21]([CH:16]([NH:15][C:14](=[O:46])[CH:12]([NH:10][CH3:9])[CH3:13])[C:17]([CH3:19])([CH3:18])[CH3:20])=[O:22])[CH2:27][CH2:26][CH:25]2[N:28]([CH:40]2[CH2:41][CH2:42][O:43][CH2:44][CH2:45]2)[CH2:29]1. (8) Given the reactants [C:1]1([C:7]2([NH2:16])[CH2:15][CH2:14][CH:13]3[N:9]([CH2:10][CH2:11][CH2:12]3)[CH2:8]2)[CH:6]=[CH:5][CH:4]=[CH:3][CH:2]=1.C(N(C(C)C)C(C)C)C.[CH3:26][O:27][C:28]1[CH:36]=[C:35]([C:37]([F:40])([F:39])[F:38])[CH:34]=[C:33]([S:41][CH3:42])[C:29]=1[C:30](Cl)=[O:31], predict the reaction product. The product is: [CH3:26][O:27][C:28]1[CH:36]=[C:35]([C:37]([F:38])([F:39])[F:40])[CH:34]=[C:33]([S:41][CH3:42])[C:29]=1[C:30]([NH:16][C:7]1([C:1]2[CH:2]=[CH:3][CH:4]=[CH:5][CH:6]=2)[CH2:15][CH2:14][CH:13]2[N:9]([CH2:10][CH2:11][CH2:12]2)[CH2:8]1)=[O:31]. (9) Given the reactants [O-]CCCC.[Li+].C([O:14][C:15](=[O:31])[NH:16][C:17]1[CH:22]=[C:21]([F:23])[C:20]([N:24]2[CH2:29][CH:28]3[CH:26]([CH2:27]3)[CH2:25]2)=[C:19]([F:30])[CH:18]=1)C1C=CC=CC=1.CO.[C:34]([NH:37][CH2:38][C@H:39](OC(=O)C)[CH2:40]Cl)(=[O:36])[CH3:35].[Cl-].[NH4+], predict the reaction product. The product is: [CH:26]12[CH2:27][CH:28]1[CH2:29][N:24]([C:20]1[C:19]([F:30])=[CH:18][C:17]([N:16]3[CH2:40][C@H:39]([CH2:38][NH:37][C:34](=[O:36])[CH3:35])[O:14][C:15]3=[O:31])=[CH:22][C:21]=1[F:23])[CH2:25]2.